This data is from Full USPTO retrosynthesis dataset with 1.9M reactions from patents (1976-2016). The task is: Predict the reactants needed to synthesize the given product. (1) The reactants are: Br[CH2:2][C:3]1[N:8]=[CH:7][N:6]2[N:9]=[CH:10][N:11]=[C:5]2[C:4]=1[CH2:12][CH2:13][CH3:14].[NH:15]1[CH:19]=[CH:18][N:17]=[C:16]1[C:20]1[N:25]=[C:24]([C:26]#[N:27])[CH:23]=[CH:22][CH:21]=1.C([O-])([O-])=O.[K+].[K+]. Given the product [CH2:12]([C:4]1[C:5]2[N:6]([N:9]=[CH:10][N:11]=2)[CH:7]=[N:8][C:3]=1[CH2:2][N:15]1[CH:19]=[CH:18][N:17]=[C:16]1[C:20]1[N:25]=[C:24]([C:26]#[N:27])[CH:23]=[CH:22][CH:21]=1)[CH2:13][CH3:14], predict the reactants needed to synthesize it. (2) Given the product [Cl:1][C:2]1[CH:7]=[CH:6][C:5]([S:8][C:9]2[C:17]3[C:12](=[N:13][CH:14]=[CH:15][CH:16]=3)[NH:11][C:10]=2[CH:18]2[CH2:23][CH2:22][N:21]([C:25]([O:27][CH3:28])=[O:26])[CH2:20][CH2:19]2)=[CH:4][CH:3]=1, predict the reactants needed to synthesize it. The reactants are: [Cl:1][C:2]1[CH:7]=[CH:6][C:5]([S:8][C:9]2[C:17]3[C:12](=[N:13][CH:14]=[CH:15][CH:16]=3)[NH:11][C:10]=2[CH:18]2[CH2:23][CH2:22][NH:21][CH2:20][CH2:19]2)=[CH:4][CH:3]=1.Cl[C:25]([O:27][CH3:28])=[O:26]. (3) Given the product [CH2:21]([O:25][CH2:26][CH2:27][O:28][C:29]1[CH:30]=[CH:31][C:32]([C:2]2[CH:13]=[N:12][C:11]3[N:10]4[CH2:14][CH2:15][CH2:16][CH:9]4[CH2:8][CH2:7][C:6]([C:17]([O:19][CH3:20])=[O:18])=[CH:5][C:4]=3[CH:3]=2)=[CH:33][CH:34]=1)[CH2:22][CH2:23][CH3:24], predict the reactants needed to synthesize it. The reactants are: Br[C:2]1[CH:13]=[N:12][C:11]2[N:10]3[CH2:14][CH2:15][CH2:16][CH:9]3[CH2:8][CH2:7][C:6]([C:17]([O:19][CH3:20])=[O:18])=[CH:5][C:4]=2[CH:3]=1.[CH2:21]([O:25][CH2:26][CH2:27][O:28][C:29]1[CH:34]=[CH:33][C:32](OB(O)O)=[CH:31][CH:30]=1)[CH2:22][CH2:23][CH3:24].C(=O)([O-])[O-].[K+].[K+]. (4) Given the product [F:56][C:51]1[CH:52]=[CH:53][CH:54]=[CH:55][C:50]=1[NH:48][S:45]([C:42]1([CH3:41])[CH2:44][CH2:43]1)(=[O:47])=[O:46], predict the reactants needed to synthesize it. The reactants are: C(P(C(C)(C)C)C1C(C)=C(C)C(C)=C(C)C=1C1C(C(C)C)=CC(C(C)C)=CC=1C(C)C)(C)(C)C.C(=O)([O-])[O-].[K+].[K+].[CH3:41][C:42]1([S:45]([NH2:48])(=[O:47])=[O:46])[CH2:44][CH2:43]1.Br[C:50]1[CH:55]=[CH:54][CH:53]=[CH:52][C:51]=1[F:56]. (5) Given the product [Cl:35][C:32]([Cl:33])([Cl:34])[C:31]([N:28]1[CH2:29][CH2:30][N:25]([C:16]2[CH:17]=[C:18]([S:21]([N:9]3[C:10]4[C:6](=[CH:5][CH:4]=[CH:3][C:2]=4[F:1])[CH:7]=[CH:8]3)(=[O:22])=[O:23])[CH:19]=[CH:20][C:15]=2[O:14][CH3:13])[CH2:26][CH2:27]1)=[O:36], predict the reactants needed to synthesize it. The reactants are: [F:1][C:2]1[CH:3]=[CH:4][CH:5]=[C:6]2[C:10]=1[NH:9][CH:8]=[CH:7]2.[H-].[Na+].[CH3:13][O:14][C:15]1[CH:20]=[CH:19][C:18]([S:21](Cl)(=[O:23])=[O:22])=[CH:17][C:16]=1[N:25]1[CH2:30][CH2:29][N:28]([C:31](=[O:36])[C:32]([Cl:35])([Cl:34])[Cl:33])[CH2:27][CH2:26]1. (6) Given the product [Cl:26][C:23]1([C:20]([OH:21])([CH2:22][N:1]2[CH:5]=[N:4][CH:3]=[N:2]2)[CH2:19][C:18]2[CH:17]=[CH:16][N:15]=[CH:14][C:13]=2[Cl:12])[CH2:25][CH2:24]1, predict the reactants needed to synthesize it. The reactants are: [NH:1]1[CH:5]=[N:4][CH:3]=[N:2]1.C(=O)([O-])[O-].[K+].[K+].[Cl:12][C:13]1[CH:14]=[N:15][CH:16]=[CH:17][C:18]=1[CH2:19][C:20]1([C:23]2([Cl:26])[CH2:25][CH2:24]2)[CH2:22][O:21]1.CC([O-])(C)C.[K+]. (7) Given the product [C:1]([O:5][C:6]([NH:8][CH2:9][C@H:10]1[CH2:11][CH2:12][C@H:13]([C:16]([NH:18][C@@H:19]([CH2:20][C:21]2[CH:26]=[CH:25][C:24]([C:27]3[CH:32]=[CH:31][C:30]([C:33](=[O:34])[NH:60][C@H:61]4[CH2:65][CH2:64][N:63]([C:66]([O:68][C:69]([CH3:72])([CH3:71])[CH3:70])=[O:67])[CH2:62]4)=[CH:29][C:28]=3[CH3:36])=[CH:23][CH:22]=2)[C:37]([NH:39][C:40]2[CH:45]=[CH:44][C:43]([C:46]3[NH:50][C:49]([C:51]([F:58])([F:59])[C:52]([F:54])([F:53])[C:55]([OH:57])=[O:56])=[N:48][N:47]=3)=[CH:42][CH:41]=2)=[O:38])=[O:17])[CH2:14][CH2:15]1)=[O:7])([CH3:4])([CH3:3])[CH3:2], predict the reactants needed to synthesize it. The reactants are: [C:1]([O:5][C:6]([NH:8][CH2:9][C@H:10]1[CH2:15][CH2:14][C@H:13]([C:16]([NH:18][C@H:19]([C:37]([NH:39][C:40]2[CH:45]=[CH:44][C:43]([C:46]3[NH:50][C:49]([C:51]([F:59])([F:58])[C:52]([C:55]([OH:57])=[O:56])([F:54])[F:53])=[N:48][N:47]=3)=[CH:42][CH:41]=2)=[O:38])[CH2:20][C:21]2[CH:26]=[CH:25][C:24]([C:27]3[CH:32]=[CH:31][C:30]([C:33](O)=[O:34])=[CH:29][C:28]=3[CH3:36])=[CH:23][CH:22]=2)=[O:17])[CH2:12][CH2:11]1)=[O:7])([CH3:4])([CH3:3])[CH3:2].[NH2:60][C@H:61]1[CH2:65][CH2:64][N:63]([C:66]([O:68][C:69]([CH3:72])([CH3:71])[CH3:70])=[O:67])[CH2:62]1.C(NC(C)C)(C)C.CN(C(ON1N=NC2C=CC=NC1=2)=[N+](C)C)C.F[P-](F)(F)(F)(F)F. (8) The reactants are: C([O:5][C:6](=[O:39])[CH2:7][CH2:8][C:9]1[CH:14]=[C:13]([Cl:15])[C:12]([C:16]2[NH:20][C:19]3[CH:21]=[C:22]([C:25](=[O:37])[NH:26][C:27]4[CH:36]=[CH:35][C:34]5[C:29](=[CH:30][CH:31]=[CH:32][CH:33]=5)[N:28]=4)[CH:23]=[CH:24][C:18]=3[N:17]=2)=[C:11]([Cl:38])[CH:10]=1)(C)(C)C. Given the product [Cl:15][C:13]1[CH:14]=[C:9]([CH2:8][CH2:7][C:6]([OH:39])=[O:5])[CH:10]=[C:11]([Cl:38])[C:12]=1[C:16]1[NH:20][C:19]2[CH:21]=[C:22]([C:25](=[O:37])[NH:26][C:27]3[CH:36]=[CH:35][C:34]4[C:29](=[CH:30][CH:31]=[CH:32][CH:33]=4)[N:28]=3)[CH:23]=[CH:24][C:18]=2[N:17]=1.[ClH:15], predict the reactants needed to synthesize it. (9) Given the product [C:13]([C:15]1[CH:16]=[C:17]([CH:41]=[CH:42][C:43]=1[OH:44])[CH:18]=[C:19]1[S:23][C:22](=[O:24])[N:21]([CH2:25][C:26]2[CH:31]=[C:30]([C:32]([F:33])([F:34])[F:35])[CH:29]=[CH:28][C:27]=2[C:36]([F:39])([F:38])[F:37])[C:20]1=[O:40])([OH:14])=[O:12], predict the reactants needed to synthesize it. The reactants are: B(Br)(Br)Br.C([O:12][C:13]([C:15]1[CH:16]=[C:17]([CH:41]=[CH:42][C:43]=1[OH:44])[CH:18]=[C:19]1[S:23][C:22](=[O:24])[N:21]([CH2:25][C:26]2[CH:31]=[C:30]([C:32]([F:35])([F:34])[F:33])[CH:29]=[CH:28][C:27]=2[C:36]([F:39])([F:38])[F:37])[C:20]1=[O:40])=[O:14])C1C=CC=CC=1.O.